Task: Predict the reaction yield, written as a fraction of the theoretical maximum amount of product (1.0 means a 100% yield; for example, 0.34 means a 34% yield).. Dataset: Reaction yield outcomes from USPTO patents with 853,638 reactions (1) The reactants are [CH3:1][N:2]([CH3:19])[CH2:3][CH2:4][N:5]1[CH2:11][CH2:10][CH2:9][C:8]2[NH:12][C:13]([CH:16]=O)=[C:14]([CH3:15])[C:7]=2[C:6]1=[O:18].[F:20][C:21]1[C:26]([F:27])=[CH:25][CH:24]=[CH:23][C:22]=1[C:28]1[CH:36]=[CH:35][CH:34]=[C:33]2[C:29]=1[CH2:30][C:31](=[O:37])[NH:32]2. No catalyst specified. The product is [F:20][C:21]1[C:26]([F:27])=[CH:25][CH:24]=[CH:23][C:22]=1[C:28]1[CH:36]=[CH:35][CH:34]=[C:33]2[C:29]=1/[C:30](=[CH:16]/[C:13]1[NH:12][C:8]3[CH2:9][CH2:10][CH2:11][N:5]([CH2:4][CH2:3][N:2]([CH3:19])[CH3:1])[C:6](=[O:18])[C:7]=3[C:14]=1[CH3:15])/[C:31](=[O:37])[NH:32]2. The yield is 0.252. (2) The reactants are [O:1]=[C:2]1[N:10]([CH2:11][CH2:12][CH3:13])[C:9]([C:14]#[N:15])=[N:8][C:7]2[N:6]=[C:5]([C:16]3[CH:17]=[N:18][N:19]([CH2:21][C:22]4[CH:27]=[CH:26][CH:25]=[C:24]([C:28]([F:31])([F:30])[F:29])[CH:23]=4)[CH:20]=3)[NH:4][C:3]1=2.[OH-].[Na+].C([OH:36])C.O. The catalyst is C(Cl)Cl. The product is [O:1]=[C:2]1[N:10]([CH2:11][CH2:12][CH3:13])[C:9]([C:14]([NH2:15])=[O:36])=[N:8][C:7]2[N:6]=[C:5]([C:16]3[CH:17]=[N:18][N:19]([CH2:21][C:22]4[CH:27]=[CH:26][CH:25]=[C:24]([C:28]([F:31])([F:30])[F:29])[CH:23]=4)[CH:20]=3)[NH:4][C:3]1=2. The yield is 0.780.